This data is from NCI-60 drug combinations with 297,098 pairs across 59 cell lines. The task is: Regression. Given two drug SMILES strings and cell line genomic features, predict the synergy score measuring deviation from expected non-interaction effect. (1) Drug 1: COC1=NC(=NC2=C1N=CN2C3C(C(C(O3)CO)O)O)N. Drug 2: CC(C)CN1C=NC2=C1C3=CC=CC=C3N=C2N. Cell line: SK-OV-3. Synergy scores: CSS=-5.70, Synergy_ZIP=-0.742, Synergy_Bliss=-7.94, Synergy_Loewe=-5.02, Synergy_HSA=-9.54. (2) Drug 1: C1CN1P(=S)(N2CC2)N3CC3. Drug 2: C1CC(=O)NC(=O)C1N2C(=O)C3=CC=CC=C3C2=O. Cell line: NCIH23. Synergy scores: CSS=16.6, Synergy_ZIP=-9.15, Synergy_Bliss=-6.93, Synergy_Loewe=-18.7, Synergy_HSA=-7.28. (3) Drug 1: CC1OCC2C(O1)C(C(C(O2)OC3C4COC(=O)C4C(C5=CC6=C(C=C35)OCO6)C7=CC(=C(C(=C7)OC)O)OC)O)O. Drug 2: C1CCC(C(C1)N)N.C(=O)(C(=O)[O-])[O-].[Pt+4]. Cell line: CAKI-1. Synergy scores: CSS=45.6, Synergy_ZIP=-6.21, Synergy_Bliss=-4.09, Synergy_Loewe=-0.393, Synergy_HSA=2.80.